Dataset: Catalyst prediction with 721,799 reactions and 888 catalyst types from USPTO. Task: Predict which catalyst facilitates the given reaction. (1) Reactant: C=O.[C:3]1([CH3:13])[CH:8]=CC(S(O)(=O)=O)=C[CH:4]=1.C(O[C:19]([NH:21][CH2:22][CH2:23][C:24]1[CH:28]=[CH:27][O:26][CH:25]=1)=O)(C)(C)C.[C:29](=O)([OH:31])[O-:30].[Na+].[K+].[Br-]. Product: [C:3]([O:31][C:29]([C:27]1[O:26][C:25]2[CH2:19][NH:21][CH2:22][CH2:23][C:24]=2[CH:28]=1)=[O:30])([CH3:13])([CH3:8])[CH3:4]. The catalyst class is: 802. (2) Reactant: [H-].[Na+].[Cl:3][C:4]1[CH:5]=[CH:6][C:7]([O:13][CH3:14])=[C:8]([C:10](=[O:12])[CH3:11])[CH:9]=1.[C:15](=O)([O:19]CC)[O:16][CH2:17][CH3:18].C(OCC)C. Product: [Cl:3][C:4]1[CH:5]=[CH:6][C:7]([O:13][CH3:14])=[C:8]([C:10](=[O:12])[CH2:11][C:15]([O:16][CH2:17][CH3:18])=[O:19])[CH:9]=1. The catalyst class is: 1. (3) Reactant: [CH2:1]([O:8][C:9]([NH:11][C@H:12]1[CH2:16][CH2:15][N:14]([C@H:17]2[CH2:23][CH2:22][C@@H:21]3[CH2:24][C@H:18]2[C:19](=[O:32])[N:20]3[C:25]([O:27][C:28]([CH3:31])([CH3:30])[CH3:29])=[O:26])[C:13]1=[O:33])=[O:10])[C:2]1[CH:7]=[CH:6][CH:5]=[CH:4][CH:3]=1.[BH4-].[Na+]. Product: [C:28]([O:27][C:25](=[O:26])[NH:20][C@@H:21]1[CH2:22][CH2:23][C@H:17]([N:14]2[CH2:15][CH2:16][C@H:12]([NH:11][C:9]([O:8][CH2:1][C:2]3[CH:3]=[CH:4][CH:5]=[CH:6][CH:7]=3)=[O:10])[C:13]2=[O:33])[C@H:18]([CH2:19][OH:32])[CH2:24]1)([CH3:31])([CH3:29])[CH3:30]. The catalyst class is: 20. (4) Reactant: [C:1]([C:5]1[CH:10]=[CH:9][CH:8]=[CH:7][C:6]=1[N:11]1[CH2:16][CH2:15][N:14]([C:17]([C:19]2[CH:20]=[N:21][C:22](Cl)=[CH:23][CH:24]=2)=[O:18])[CH2:13][CH2:12]1)([CH3:4])([CH3:3])[CH3:2].[C:26]([O:30][CH2:31][CH3:32])(=[O:29])[CH2:27][SH:28].C(=O)([O-])[O-].[K+].[K+].CN(C)C=O. Product: [C:1]([C:5]1[CH:10]=[CH:9][CH:8]=[CH:7][C:6]=1[N:11]1[CH2:16][CH2:15][N:14]([C:17]([C:19]2[CH:24]=[CH:23][C:22]([S:28][CH2:27][C:26]([O:30][CH2:31][CH3:32])=[O:29])=[N:21][CH:20]=2)=[O:18])[CH2:13][CH2:12]1)([CH3:4])([CH3:3])[CH3:2]. The catalyst class is: 6. (5) Reactant: [Br:1][C:2]1[CH:3]=[C:4]([C:16]([O:18][CH3:19])=[O:17])[C:5]2[C:6]([CH:14]=O)=[N:7][N:8]([CH:11]([CH3:13])[CH3:12])[C:9]=2[CH:10]=1.O.C1(C)C=CC(S(O)(=O)=O)=CC=1.S1(CCCC1)(=O)=O.C([BH3-])#N.[Na+]. Product: [Br:1][C:2]1[CH:3]=[C:4]([C:16]([O:18][CH3:19])=[O:17])[C:5]2[C:6]([CH3:14])=[N:7][N:8]([CH:11]([CH3:12])[CH3:13])[C:9]=2[CH:10]=1. The catalyst class is: 18. (6) Reactant: [CH3:1][C:2]1[CH:3]=[C:4]2[C:9](=[O:10])[O:8][C:6](=O)[C:5]2=[CH:11][CH:12]=1.[CH2:13]([NH2:17])[CH:14]([CH3:16])[CH3:15].C1(C)C=CC(S(O)(=O)=O)=CC=1. Product: [CH2:13]([N:17]1[C:9](=[O:10])[C:4]2=[CH:3][C:2]([CH3:1])=[CH:12][CH:11]=[C:5]2[C:6]1=[O:8])[CH:14]([CH3:16])[CH3:15]. The catalyst class is: 11.